This data is from Full USPTO retrosynthesis dataset with 1.9M reactions from patents (1976-2016). The task is: Predict the reactants needed to synthesize the given product. (1) Given the product [N:10]([C:5]1[CH:6]=[CH:7][CH:8]=[CH:9][C:4]=1[CH2:3][O:2][C:1]([NH:29][CH2:28][CH2:27][CH2:26][C@H:25]([NH:24][C:33]([O:35][C:36]([CH3:39])([CH3:38])[CH3:37])=[O:34])[C:30]([OH:32])=[O:31])=[O:23])=[N+:11]=[N-:12], predict the reactants needed to synthesize it. The reactants are: [C:1](=[O:23])(OC1C=CC([N+]([O-])=O)=CC=1)[O:2][CH2:3][C:4]1[CH:9]=[CH:8][CH:7]=[CH:6][C:5]=1[N:10]=[N+:11]=[N-:12].[NH:24]([C:33]([O:35][C:36]([CH3:39])([CH3:38])[CH3:37])=[O:34])[C@H:25]([C:30]([OH:32])=[O:31])[CH2:26][CH2:27][CH2:28][NH2:29].C(=O)(O)[O-].[Na+].S(=O)(=O)(O)[O-].[K+]. (2) Given the product [Cl:20][CH:16]([CH2:17][C:4]1[CH:6]=[CH:7][CH:8]=[CH:9][C:3]=1[O:1][CH3:2])[CH:14]=[O:15], predict the reactants needed to synthesize it. The reactants are: [O:1]([C:3]1[CH:9]=[CH:8][CH:7]=[CH:6][C:4]=1N)[CH3:2].N([O-])=O.[Na+].[CH:14]([CH:16]=[CH2:17])=[O:15].[O-2].[Ca+2].[ClH:20].